This data is from Retrosynthesis with 50K atom-mapped reactions and 10 reaction types from USPTO. The task is: Predict the reactants needed to synthesize the given product. (1) Given the product Cn1cncc1Cn1cc(C(=O)N2CCC3(CC2)OC(=O)c2cc(F)ccc23)c2ccc(Cl)cc21, predict the reactants needed to synthesize it. The reactants are: Cn1cncc1CO.O=C1OC2(CCN(C(=O)c3c[nH]c4cc(Cl)ccc34)CC2)c2ccc(F)cc21. (2) Given the product Cc1[nH]c(-c2ccccc2)nc1CCO, predict the reactants needed to synthesize it. The reactants are: CCOC(=O)Cc1nc(-c2ccccc2)[nH]c1C.